Dataset: Catalyst prediction with 721,799 reactions and 888 catalyst types from USPTO. Task: Predict which catalyst facilitates the given reaction. Product: [C:16]([NH:15][C:14]1[C:13]2[C:8](=[CH:9][CH:10]=[C:11]([C:19]3[CH:20]=[CH:21][C:22]([O:25][CH:26]([CH3:28])[CH3:27])=[CH:23][CH:24]=3)[CH:12]=2)[N:7]([C:29]2[CH:30]=[CH:31][C:32]([O:35][CH:36]([CH3:37])[CH3:38])=[CH:33][CH:34]=2)[C:6]=1[C:4]([OH:5])=[O:3])(=[O:18])[CH3:17]. The catalyst class is: 23. Reactant: C([O:3][C:4]([C:6]1[N:7]([C:29]2[CH:34]=[CH:33][C:32]([O:35][CH:36]([CH3:38])[CH3:37])=[CH:31][CH:30]=2)[C:8]2[C:13]([C:14]=1[NH:15][C:16](=[O:18])[CH3:17])=[CH:12][C:11]([C:19]1[CH:24]=[CH:23][C:22]([O:25][CH:26]([CH3:28])[CH3:27])=[CH:21][CH:20]=1)=[CH:10][CH:9]=2)=[O:5])C.[OH-].[Na+].Cl.